Dataset: Full USPTO retrosynthesis dataset with 1.9M reactions from patents (1976-2016). Task: Predict the reactants needed to synthesize the given product. (1) Given the product [Cl:1][C:2]1[O:3][C:4]2[CH:10]=[CH:9][C:8]([C:11]([CH2:30][CH3:31])=[C:12]([C:23]3[CH:24]=[CH:25][C:26]([OH:29])=[CH:27][CH:28]=3)[C:13]3[CH:14]=[CH:15][C:16]([O:19][CH2:20][CH2:21][N:32]4[CH2:37][CH2:36][CH2:35][CH2:34][CH2:33]4)=[CH:17][CH:18]=3)=[CH:7][C:5]=2[CH:6]=1, predict the reactants needed to synthesize it. The reactants are: [Cl:1][C:2]1[O:3][C:4]2[CH:10]=[CH:9][C:8]([C:11]([CH2:30][CH3:31])=[C:12]([C:23]3[CH:28]=[CH:27][C:26]([OH:29])=[CH:25][CH:24]=3)[C:13]3[CH:18]=[CH:17][C:16]([O:19][CH2:20][CH2:21]Cl)=[CH:15][CH:14]=3)=[CH:7][C:5]=2[CH:6]=1.[NH:32]1[CH2:37][CH2:36][CH2:35][CH2:34][CH2:33]1. (2) Given the product [F:3][C:4]1[CH:13]=[C:12]([F:14])[CH:11]=[C:10]([O:15][CH3:16])[C:5]=1[CH2:6][OH:7], predict the reactants needed to synthesize it. The reactants are: [Li+].[BH4-].[F:3][C:4]1[CH:13]=[C:12]([F:14])[CH:11]=[C:10]([O:15][CH3:16])[C:5]=1[C:6](OC)=[O:7].O. (3) Given the product [F:1][C:2]1[CH:3]=[C:4]([NH:5][C:21]([C:23]2[NH:24][C:25]3[C:30]([CH:31]=2)=[CH:29][C:28]([CH:32]2[CH2:37][CH2:36][N:35]([CH:38]([CH3:40])[CH3:39])[CH2:34][CH2:33]2)=[CH:27][CH:26]=3)=[O:20])[CH:6]=[CH:7][CH:8]=1, predict the reactants needed to synthesize it. The reactants are: [F:1][C:2]1[CH:3]=[C:4]([CH:6]=[CH:7][CH:8]=1)[NH2:5].C[Al](C)C.O1CCCC1.C([O:20][C:21]([C:23]1[NH:24][C:25]2[C:30]([CH:31]=1)=[CH:29][C:28]([CH:32]1[CH2:37][CH2:36][N:35]([CH:38]([CH3:40])[CH3:39])[CH2:34][CH2:33]1)=[CH:27][CH:26]=2)=O)C. (4) Given the product [F:23][C:20]([F:21])([F:22])[C:11]1[CH:12]=[C:13]([C:16]([F:17])([F:18])[F:19])[CH:14]=[CH:15][C:10]=1[CH2:9][O:8][C:7]1[CH:6]=[CH:5][C:4](/[CH:24]=[C:25]2/[C:26]([NH:31][CH3:32])=[N:27][C:28](=[O:30])[S:29]/2)=[CH:3][C:2]=1[NH:1][S:41]([CH3:40])(=[O:43])=[O:42], predict the reactants needed to synthesize it. The reactants are: [NH2:1][C:2]1[CH:3]=[C:4](/[CH:24]=[C:25]2/[C:26]([NH:31][CH3:32])=[N:27][C:28](=[O:30])[S:29]/2)[CH:5]=[CH:6][C:7]=1[O:8][CH2:9][C:10]1[CH:15]=[CH:14][C:13]([C:16]([F:19])([F:18])[F:17])=[CH:12][C:11]=1[C:20]([F:23])([F:22])[F:21].C(N(CC)CC)C.[CH3:40][S:41](Cl)(=[O:43])=[O:42].[Cl-].[NH4+]. (5) The reactants are: [Mg].Br[C:3]1[CH:4]=[C:5]2[C:10](=[CH:11][CH:12]=1)[CH:9]=[C:8]([N:13]([CH3:15])[CH3:14])[C:7]([CH:16]=[CH2:17])=[CH:6]2.[O:18]=[C:19]1[CH2:23][N:22]([C:24]([O:26][C:27]([CH3:30])([CH3:29])[CH3:28])=[O:25])[C@H:21]([C:31]([O:33][CH3:34])=[O:32])[CH2:20]1. Given the product [CH3:14][N:13]([CH3:15])[C:8]1[CH:9]=[C:10]2[C:5](=[CH:6][C:7]=1[CH:16]=[CH2:17])[CH:4]=[C:3]([C@@:19]1([OH:18])[CH2:23][N:22]([C:24]([O:26][C:27]([CH3:29])([CH3:30])[CH3:28])=[O:25])[C@H:21]([C:31]([O:33][CH3:34])=[O:32])[CH2:20]1)[CH:12]=[CH:11]2, predict the reactants needed to synthesize it.